From a dataset of Catalyst prediction with 721,799 reactions and 888 catalyst types from USPTO. Predict which catalyst facilitates the given reaction. (1) Reactant: [C:1](O[C:1](=[O:4])[CH2:2][CH3:3])(=[O:4])[CH2:2][CH3:3].[CH2:10]([C:12]1([CH2:27][OH:28])[CH2:17][O:16][C:15]2([O:22][CH2:21][C:20]([CH2:25][CH3:26])([CH2:23][OH:24])[CH2:19][O:18]2)[O:14][CH2:13]1)[CH3:11]. Product: [CH2:25]([C:20]1([CH2:23][O:24][C:1](=[O:4])[CH2:2][CH3:3])[CH2:19][O:18][C:15]2([O:14][CH2:13][C:12]([CH2:10][CH3:11])([CH2:27][O:28][C:1](=[O:4])[CH2:2][CH3:3])[CH2:17][O:16]2)[O:22][CH2:21]1)[CH3:26]. The catalyst class is: 17. (2) Reactant: [Cl:1][C:2]1[N:7]=[C:6]([Cl:8])[CH:5]=[C:4](Cl)[N:3]=1.[CH:10]1([C:14]#[N:15])[CH2:13][CH2:12][CH2:11]1.C[Si]([N-][Si](C)(C)C)(C)C.[Li+]. Product: [Cl:1][C:2]1[N:3]=[C:4]([C:10]2([C:14]#[N:15])[CH2:13][CH2:12][CH2:11]2)[CH:5]=[C:6]([Cl:8])[N:7]=1. The catalyst class is: 1. (3) Reactant: [CH3:1][C:2]([C:5]1[CH:6]=[C:7]([S:16][C:17]([S:20][C:21]2[CH:26]=[C:25]([C:27]([CH3:30])([CH3:29])[CH3:28])[C:24]([OH:31])=[C:23]([C:32]([CH3:35])([CH3:34])[CH3:33])[CH:22]=2)([CH3:19])[CH3:18])[CH:8]=[C:9]([C:12]([CH3:15])([CH3:14])[CH3:13])[C:10]=1[OH:11])([CH3:4])[CH3:3].Cl[CH2:37][CH2:38][CH2:39][C:40]([O:42][CH3:43])=[O:41].[F-].[K+]. Product: [CH3:4][C:2]([C:5]1[CH:6]=[C:7]([S:16][C:17]([S:20][C:21]2[CH:22]=[C:23]([C:32]([CH3:35])([CH3:34])[CH3:33])[C:24]([O:31][CH2:37][CH2:38][CH2:39][C:40]([O:42][CH3:43])=[O:41])=[C:25]([C:27]([CH3:30])([CH3:29])[CH3:28])[CH:26]=2)([CH3:18])[CH3:19])[CH:8]=[C:9]([C:12]([CH3:13])([CH3:14])[CH3:15])[C:10]=1[OH:11])([CH3:1])[CH3:3]. The catalyst class is: 3. (4) Reactant: [CH3:1][S:2]([C:5]1[CH:50]=[CH:49][CH:48]=[CH:47][C:6]=1[CH2:7][NH:8][C:9](=[O:46])[CH:10]([NH:20][C:21]1[CH:22]=[C:23]2[C:28](=[CH:29][CH:30]=1)[C:27]([N:31]([C:39]([O:41][C:42]([CH3:45])([CH3:44])[CH3:43])=[O:40])[C:32]([O:34][C:35]([CH3:38])([CH3:37])[CH3:36])=[O:33])=[N:26][CH:25]=[CH:24]2)[C:11]1[CH:16]=[CH:15][CH:14]=[C:13]([C:17]([CH3:19])=[CH2:18])[CH:12]=1)(=[O:4])=[O:3]. Product: [CH3:1][S:2]([C:5]1[CH:50]=[CH:49][CH:48]=[CH:47][C:6]=1[CH2:7][NH:8][C:9](=[O:46])[CH:10]([NH:20][C:21]1[CH:22]=[C:23]2[C:28](=[CH:29][CH:30]=1)[C:27]([N:31]([C:39]([O:41][C:42]([CH3:45])([CH3:44])[CH3:43])=[O:40])[C:32]([O:34][C:35]([CH3:37])([CH3:38])[CH3:36])=[O:33])=[N:26][CH:25]=[CH:24]2)[C:11]1[CH:16]=[CH:15][CH:14]=[C:13]([CH:17]([CH3:19])[CH3:18])[CH:12]=1)(=[O:4])=[O:3]. The catalyst class is: 19.